From a dataset of Full USPTO retrosynthesis dataset with 1.9M reactions from patents (1976-2016). Predict the reactants needed to synthesize the given product. Given the product [ClH:1].[Cl:1][C:2]1[CH:9]=[CH:8][C:5]([CH:6]=[N:14][NH:13][C:10]([NH2:12])=[NH:11])=[CH:4][CH:3]=1, predict the reactants needed to synthesize it. The reactants are: [Cl:1][C:2]1[CH:9]=[CH:8][C:5]([CH:6]=O)=[CH:4][CH:3]=1.[C:10]([NH:13][NH2:14])([NH2:12])=[NH:11].Cl.